Dataset: Peptide-MHC class II binding affinity with 134,281 pairs from IEDB. Task: Regression. Given a peptide amino acid sequence and an MHC pseudo amino acid sequence, predict their binding affinity value. This is MHC class II binding data. (1) The peptide sequence is NPFFAVTALTIAYLVKK. The MHC is DRB3_0202 with pseudo-sequence DRB3_0202. The binding affinity (normalized) is 0.770. (2) The peptide sequence is FTRGKLMSSLHLKRY. The MHC is DRB1_0802 with pseudo-sequence DRB1_0802. The binding affinity (normalized) is 0.416. (3) The peptide sequence is YARFQSQTTLKQKT. The MHC is HLA-DQA10401-DQB10402 with pseudo-sequence HLA-DQA10401-DQB10402. The binding affinity (normalized) is 0. (4) The peptide sequence is GTKTPVSPGEMRLRD. The MHC is HLA-DQA10501-DQB10302 with pseudo-sequence HLA-DQA10501-DQB10302. The binding affinity (normalized) is 0. (5) The peptide sequence is PEQIQLLKKAFDAFD. The MHC is HLA-DPA10201-DPB11401 with pseudo-sequence HLA-DPA10201-DPB11401. The binding affinity (normalized) is 0.105. (6) The peptide sequence is AFNVENGNATPQLTK. The MHC is DRB1_0701 with pseudo-sequence DRB1_0701. The binding affinity (normalized) is 0.300. (7) The peptide sequence is EIVQFLEETFAAYDQ. The MHC is HLA-DQA10102-DQB10502 with pseudo-sequence HLA-DQA10102-DQB10502. The binding affinity (normalized) is 0.658. (8) The peptide sequence is QAGNNLMMIEQYPYV. The MHC is DRB1_1101 with pseudo-sequence DRB1_1101. The binding affinity (normalized) is 0.197. (9) The peptide sequence is QEPFKNLKTGKYAKM. The MHC is DRB1_0301 with pseudo-sequence DRB1_0301. The binding affinity (normalized) is 0.0706.